This data is from Cav3 T-type calcium channel HTS with 100,875 compounds. The task is: Binary Classification. Given a drug SMILES string, predict its activity (active/inactive) in a high-throughput screening assay against a specified biological target. (1) The compound is S(=O)(=O)(NCCc1ccccc1)c1ccccc1. The result is 0 (inactive). (2) The molecule is O(c1cc(c(cc1)C)C)CC(=O)Nc1cc(c(O)cc1)C(O)=O. The result is 0 (inactive). (3) The compound is S(=O)(=O)(NC(Cc1ccccc1)C(=O)NCCC(C)C)c1cc2c(n(c(=O)n(c2=O)C)C)cc1. The result is 0 (inactive).